Dataset: NCI-60 drug combinations with 297,098 pairs across 59 cell lines. Task: Regression. Given two drug SMILES strings and cell line genomic features, predict the synergy score measuring deviation from expected non-interaction effect. Drug 1: CC1C(C(CC(O1)OC2CC(CC3=C2C(=C4C(=C3O)C(=O)C5=C(C4=O)C(=CC=C5)OC)O)(C(=O)C)O)N)O.Cl. Drug 2: CN(C)C1=NC(=NC(=N1)N(C)C)N(C)C. Cell line: T-47D. Synergy scores: CSS=24.5, Synergy_ZIP=-2.94, Synergy_Bliss=4.80, Synergy_Loewe=-20.8, Synergy_HSA=1.08.